From a dataset of Catalyst prediction with 721,799 reactions and 888 catalyst types from USPTO. Predict which catalyst facilitates the given reaction. (1) Reactant: [C:1]1([NH:7][C:8]([NH2:10])=[S:9])[CH:6]=[CH:5][CH:4]=[CH:3][CH:2]=1.Cl[CH:12]([C:18](=O)[CH3:19])[C:13]([O:15][CH2:16][CH3:17])=[O:14]. Product: [CH3:19][C:18]1[N:10]=[C:8]([NH:7][C:1]2[CH:6]=[CH:5][CH:4]=[CH:3][CH:2]=2)[S:9][C:12]=1[C:13]([O:15][CH2:16][CH3:17])=[O:14]. The catalyst class is: 8. (2) Reactant: S(Cl)([Cl:3])=O.[CH3:5][O:6][C:7](=[O:38])[CH2:8][C:9]1[CH:14]=[C:13]([Br:15])[C:12]([O:16][C:17]2[CH:22]=[C:21]([CH:23]([CH3:25])[CH3:24])[C:20]([O:26][CH3:27])=[CH:19][C:18]=2[CH:28](O)[C:29]2[CH:34]=[CH:33][CH:32]=[CH:31][C:30]=2[CH3:35])=[C:11]([Br:37])[CH:10]=1. The catalyst class is: 2. Product: [CH3:5][O:6][C:7](=[O:38])[CH2:8][C:9]1[CH:14]=[C:13]([Br:15])[C:12]([O:16][C:17]2[CH:22]=[C:21]([CH:23]([CH3:25])[CH3:24])[C:20]([O:26][CH3:27])=[CH:19][C:18]=2[CH:28]([Cl:3])[C:29]2[CH:34]=[CH:33][CH:32]=[CH:31][C:30]=2[CH3:35])=[C:11]([Br:37])[CH:10]=1. (3) Reactant: [NH2:1][C@H:2]([C:6]([OH:8])=[O:7])[CH:3]([CH3:5])[CH3:4].[OH-].[K+:10].O=[C:12]([CH3:19])[CH2:13][C:14]([O:16][CH2:17][CH3:18])=[O:15].O. Product: [K+:10].[CH2:17]([O:16][C:14](=[O:15])[CH:13]=[C:12]([NH:1][C@H:2]([C:6]([O-:8])=[O:7])[CH:3]([CH3:5])[CH3:4])[CH3:19])[CH3:18]. The catalyst class is: 480.